This data is from Reaction yield outcomes from USPTO patents with 853,638 reactions. The task is: Predict the reaction yield, written as a fraction of the theoretical maximum amount of product (1.0 means a 100% yield; for example, 0.34 means a 34% yield). The product is [OH:25]/[N:24]=[C:2]1\[CH2:3][C:4]2([O:17][C:18]3[C:23]\1=[CH:22][CH:21]=[CH:20][CH:19]=3)[CH2:9][CH2:8][N:7]([C:10]([O:12][C:13]([CH3:16])([CH3:15])[CH3:14])=[O:11])[CH2:6][CH2:5]2. The yield is 0.980. The reactants are O=[C:2]1[C:23]2[C:18](=[CH:19][CH:20]=[CH:21][CH:22]=2)[O:17][C:4]2([CH2:9][CH2:8][N:7]([C:10]([O:12][C:13]([CH3:16])([CH3:15])[CH3:14])=[O:11])[CH2:6][CH2:5]2)[CH2:3]1.[NH2:24][OH:25].O. The catalyst is CO.C(OCC)(=O)C.